From a dataset of Forward reaction prediction with 1.9M reactions from USPTO patents (1976-2016). Predict the product of the given reaction. (1) Given the reactants [CH2:1]([O:3][C:4](=[O:39])[CH:5]([C:23]1[N:24]([CH3:38])[C:25]2[C:30]([C:31]=1[S:32][C:33]([CH3:36])([CH3:35])[CH3:34])=[CH:29][C:28]([OH:37])=[CH:27][CH:26]=2)[CH2:6][C:7]1[CH:12]=[CH:11][C:10]([C:13]2[CH:18]=[CH:17][C:16]([C:19]([F:22])([F:21])[F:20])=[CH:15][N:14]=2)=[CH:9][CH:8]=1)[CH3:2].F[C:41]1[CH:46]=[CH:45][CH:44]=[CH:43][N:42]=1.[H-].[Na+], predict the reaction product. The product is: [CH2:1]([O:3][C:4](=[O:39])[CH:5]([C:23]1[N:24]([CH3:38])[C:25]2[C:30]([C:31]=1[S:32][C:33]([CH3:35])([CH3:34])[CH3:36])=[CH:29][C:28]([O:37][C:41]1[CH:46]=[CH:45][CH:44]=[CH:43][N:42]=1)=[CH:27][CH:26]=2)[CH2:6][C:7]1[CH:8]=[CH:9][C:10]([C:13]2[CH:18]=[CH:17][C:16]([C:19]([F:21])([F:20])[F:22])=[CH:15][N:14]=2)=[CH:11][CH:12]=1)[CH3:2]. (2) Given the reactants [CH3:1][C:2]1[N:7]=[C:6]2[NH:8][N:9]=[CH:10][C:5]2=[CH:4][N:3]=1.[I:11]N1C(=O)CCC1=O, predict the reaction product. The product is: [I:11][C:10]1[C:5]2[C:6](=[N:7][C:2]([CH3:1])=[N:3][CH:4]=2)[NH:8][N:9]=1. (3) Given the reactants Cl.[CH3:2][C:3]1[C:11]2[C:6](=[CH:7][CH:8]=[CH:9][CH:10]=2)[NH:5][C:4]=1[C:12]1[CH:13]=[N:14][CH:15]=[CH:16][CH:17]=1.Br[CH2:19][C:20]1[CH:21]=[C:22]([CH:25]=[CH:26][CH:27]=1)[C:23]#[N:24], predict the reaction product. The product is: [CH3:2][C:3]1[C:11]2[C:6](=[CH:7][CH:8]=[CH:9][CH:10]=2)[N:5]([CH2:19][C:20]2[CH:21]=[C:22]([CH:25]=[CH:26][CH:27]=2)[C:23]#[N:24])[C:4]=1[C:12]1[CH:13]=[N:14][CH:15]=[CH:16][CH:17]=1. (4) Given the reactants Cl[C:2]1[C:7]([CH2:8][CH2:9][NH:10][CH3:11])=[CH:6][N:5]=[C:4]2[N:12]([S:15]([C:18]3[CH:24]=[CH:23][C:21]([CH3:22])=[CH:20][CH:19]=3)(=[O:17])=[O:16])[CH:13]=[CH:14][C:3]=12.CCN(C(C)C)C(C)C, predict the reaction product. The product is: [CH3:11][N:10]1[C:2]2=[C:3]3[CH:14]=[CH:13][N:12]([S:15]([C:18]4[CH:24]=[CH:23][C:21]([CH3:22])=[CH:20][CH:19]=4)(=[O:17])=[O:16])[C:4]3=[N:5][CH:6]=[C:7]2[CH2:8][CH2:9]1.